From a dataset of NCI-60 drug combinations with 297,098 pairs across 59 cell lines. Regression. Given two drug SMILES strings and cell line genomic features, predict the synergy score measuring deviation from expected non-interaction effect. (1) Drug 1: CC1OCC2C(O1)C(C(C(O2)OC3C4COC(=O)C4C(C5=CC6=C(C=C35)OCO6)C7=CC(=C(C(=C7)OC)O)OC)O)O. Drug 2: C1=CN(C=N1)CC(O)(P(=O)(O)O)P(=O)(O)O. Cell line: LOX IMVI. Synergy scores: CSS=6.62, Synergy_ZIP=-15.3, Synergy_Bliss=-25.4, Synergy_Loewe=-36.4, Synergy_HSA=-23.8. (2) Drug 1: CC1=C(C=C(C=C1)NC(=O)C2=CC=C(C=C2)CN3CCN(CC3)C)NC4=NC=CC(=N4)C5=CN=CC=C5. Drug 2: CC1=C(C(=CC=C1)Cl)NC(=O)C2=CN=C(S2)NC3=CC(=NC(=N3)C)N4CCN(CC4)CCO. Cell line: 786-0. Synergy scores: CSS=-0.403, Synergy_ZIP=4.14, Synergy_Bliss=10.9, Synergy_Loewe=1.03, Synergy_HSA=1.81.